The task is: Predict the reactants needed to synthesize the given product.. This data is from Full USPTO retrosynthesis dataset with 1.9M reactions from patents (1976-2016). (1) Given the product [CH:14]1([C:12]([C:6]2[CH:7]=[N:8][C:9]3[C:4]([C:5]=2[NH:17][C:18]2[CH:19]=[CH:20][C:21]([N:24]4[CH2:29][CH2:28][CH2:27][C@H:26]([NH:30][C:31](=[O:37])[O:32][C:33]([CH3:34])([CH3:35])[CH3:36])[CH2:25]4)=[N:22][CH:23]=2)=[N:3][C:2]([C:43]2[CH:44]=[C:39]([Cl:38])[C:40]([OH:55])=[C:41]([Cl:54])[CH:42]=2)=[CH:11][CH:10]=3)=[O:13])[CH2:16][CH2:15]1, predict the reactants needed to synthesize it. The reactants are: Cl[C:2]1[N:3]=[C:4]2[C:9](=[CH:10][CH:11]=1)[N:8]=[CH:7][C:6]([C:12]([CH:14]1[CH2:16][CH2:15]1)=[O:13])=[C:5]2[NH:17][C:18]1[CH:19]=[CH:20][C:21]([N:24]2[CH2:29][CH2:28][CH2:27][C@H:26]([NH:30][C:31](=[O:37])[O:32][C:33]([CH3:36])([CH3:35])[CH3:34])[CH2:25]2)=[N:22][CH:23]=1.[Cl:38][C:39]1[CH:44]=[C:43](B2OC(C)(C)C(C)(C)O2)[CH:42]=[C:41]([Cl:54])[C:40]=1[OH:55]. (2) Given the product [CH2:1]1[C:9]2[C:4](=[CH:5][C:6]([CH:15]=[O:16])=[CH:7][CH:8]=2)[CH2:3][CH2:2]1, predict the reactants needed to synthesize it. The reactants are: [CH2:1]1[C:9]2[C:4](=[CH:5][CH:6]=[CH:7][CH:8]=2)[CH2:3][CH2:2]1.[Sn](Cl)(Cl)(Cl)Cl.[CH3:15][O:16]C(Cl)Cl. (3) Given the product [CH3:9][O:8][C:5]1[N:6]=[CH:7][C:2]([C:27]2([OH:30])[CH2:28][CH2:29][C:24]3([O:31][CH2:21][CH2:22][O:23]3)[CH2:25][CH2:26]2)=[CH:3][CH:4]=1, predict the reactants needed to synthesize it. The reactants are: Br[C:2]1[CH:3]=[CH:4][C:5]([O:8][CH3:9])=[N:6][CH:7]=1.[Li]CCCC.N1C=CC=CC=1.[CH2:21]1[O:31][C:24]2([CH2:29][CH2:28][C:27](=[O:30])[CH2:26][CH2:25]2)[O:23][CH2:22]1. (4) Given the product [C:1]1([CH3:8])[CH:2]=[CH:3][CH:4]=[CH:5][C:6]=1[O:7][CH2:10][C:11]([OH:13])=[O:12], predict the reactants needed to synthesize it. The reactants are: [C:1]1([CH3:8])[C:6]([OH:7])=[CH:5][CH:4]=[CH:3][CH:2]=1.Br[CH2:10][C:11]([O:13]CC)=[O:12].C([O-])([O-])=O.[K+].[K+].[OH-].[Na+].Cl.